This data is from Forward reaction prediction with 1.9M reactions from USPTO patents (1976-2016). The task is: Predict the product of the given reaction. (1) The product is: [Br:1][C:2]1[C:3]([F:10])=[C:4]([F:9])[C:5]([F:8])=[C:6]([CH:7]=1)[C:21]([OH:23])=[O:22]. Given the reactants [Br:1][C:2]1[CH:7]=[CH:6][C:5]([F:8])=[C:4]([F:9])[C:3]=1[F:10].[Li+].C[Si]([N-][Si](C)(C)C)(C)C.[C:21](=[O:23])=[O:22], predict the reaction product. (2) Given the reactants [NH2:1][C:2]1[CH:7]=[CH:6][CH:5]=[CH:4][C:3]=1[NH:8][C:9]1[CH:14]=[CH:13][NH:12][C:11]([CH3:20])([C:15]([O:17][CH2:18][CH3:19])=[S:16])[N:10]=1.[CH3:21][C:22]1[CH:27]=[CH:26][CH:25]=[C:24]([CH3:28])[C:23]=1[N:29]=[C:30]=[O:31].B(F)(F)F.CCOCC, predict the reaction product. The product is: [CH3:28][C:24]1[CH:25]=[CH:26][CH:27]=[C:22]([CH3:21])[C:23]=1[NH:29][C:30](=[O:31])[NH:1][C:2]1[CH:7]=[CH:6][CH:5]=[CH:4][C:3]=1[NH:8][C:9]1[CH:14]=[CH:13][NH:12][C:11]([CH3:20])([C:15]([O:17][CH2:18][CH3:19])=[S:16])[N:10]=1. (3) Given the reactants [Cl:1][CH2:2][CH:3]([OH:26])[CH2:4][O:5][C:6]1[CH:11]=[CH:10][C:9]([C:12]([C:15]2[CH:20]=[CH:19][C:18]([O:21][CH2:22][CH:23]3[CH2:25][O:24]3)=[CH:17][CH:16]=2)([CH3:14])[CH3:13])=[CH:8][CH:7]=1.FC(F)(F)S([O-])(=O)=O.[Bi+3].FC(F)(F)S([O-])(=O)=O.FC(F)(F)S([O-])(=O)=O.C(=O)(O)[O-].[Na+].[C:57]([OH:61])([CH3:60])([CH3:59])[CH3:58], predict the reaction product. The product is: [C:57]([O:61][CH2:25][CH:23]([OH:24])[CH2:22][O:21][C:18]1[CH:19]=[CH:20][C:15]([C:12]([C:9]2[CH:8]=[CH:7][C:6]([O:5][CH2:4][CH:3]([OH:26])[CH2:2][Cl:1])=[CH:11][CH:10]=2)([CH3:14])[CH3:13])=[CH:16][CH:17]=1)([CH3:60])([CH3:59])[CH3:58]. (4) Given the reactants [NH2:1][C:2]1[CH:3]=[CH:4][C:5]([Cl:23])=[C:6]([C:8]([NH:10][C:11]2[CH:16]=[CH:15][C:14]([CH2:17][C:18]([O:20][CH2:21][CH3:22])=[O:19])=[CH:13][CH:12]=2)=[O:9])[CH:7]=1.C(=O)([O-])[O-].[K+].[K+].[CH2:30](Br)[C:31]1[CH:36]=[CH:35][CH:34]=[CH:33][CH:32]=1, predict the reaction product. The product is: [Cl:23][C:5]1[CH:4]=[CH:3][C:2]([NH:1][CH2:30][C:31]2[CH:36]=[CH:35][CH:34]=[CH:33][CH:32]=2)=[CH:7][C:6]=1[C:8]([NH:10][C:11]1[CH:16]=[CH:15][C:14]([CH2:17][C:18]([O:20][CH2:21][CH3:22])=[O:19])=[CH:13][CH:12]=1)=[O:9]. (5) Given the reactants Cl.[NH2:2][CH2:3][C@@H:4]1[O:8][C:7](=[O:9])[N:6]([C:10]2[CH:15]=[CH:14][C:13]([N:16]3[CH2:21][CH2:20][O:19][CH2:18][C:17]3=[O:22])=[CH:12][CH:11]=2)[CH2:5]1.C(=O)([O-])[O-].[Ca+2].[Cl:28][C:29]1[S:33][C:32]([CH:34]=[O:35])=[CH:31][CH:30]=1.C(OO)(C)(C)C.Cl, predict the reaction product. The product is: [Cl:28][C:29]1[S:33][C:32]([C:34]([NH:2][CH2:3][C@@H:4]2[O:8][C:7](=[O:9])[N:6]([C:10]3[CH:15]=[CH:14][C:13]([N:16]4[CH2:21][CH2:20][O:19][CH2:18][C:17]4=[O:22])=[CH:12][CH:11]=3)[CH2:5]2)=[O:35])=[CH:31][CH:30]=1. (6) Given the reactants B(O)O.Br[C:5]1[N:10]=[C:9]([CH:11]=[O:12])[C:8]([F:13])=[CH:7][CH:6]=1.[S:14]1[CH:18]=[CH:17][C:16](B(O)O)=[CH:15]1, predict the reaction product. The product is: [F:13][C:8]1[C:9]([CH:11]=[O:12])=[N:10][C:5]([C:16]2[CH:17]=[CH:18][S:14][CH:15]=2)=[CH:6][CH:7]=1. (7) Given the reactants [CH2:1]([S:3][C:4]1[CH:9]=[CH:8][C:7]([C@@H:10]([NH:13][S@@:14]([C:16]([CH3:19])([CH3:18])[CH3:17])=[O:15])[CH2:11][OH:12])=[CH:6][CH:5]=1)[CH3:2].[H-].[Na+].I[CH3:23], predict the reaction product. The product is: [CH2:1]([S:3][C:4]1[CH:5]=[CH:6][C:7]([C@@H:10]([NH:13][S@@:14]([C:16]([CH3:18])([CH3:17])[CH3:19])=[O:15])[CH2:11][O:12][CH3:23])=[CH:8][CH:9]=1)[CH3:2]. (8) Given the reactants N[C:2]1[CH:3]=[C:4]([CH:9]=[C:10]([N:12]2[CH2:17][CH2:16][CH2:15][CH2:14][S:13]2(=[O:19])=[O:18])[CH:11]=1)[C:5]([O:7][CH3:8])=[O:6].Cl.CO.N([O-])=[O:24].[Na+], predict the reaction product. The product is: [O:18]=[S:13]1(=[O:19])[CH2:14][CH2:15][CH2:16][CH2:17][N:12]1[C:10]1[CH:9]=[C:4]([CH:3]=[C:2]([OH:24])[CH:11]=1)[C:5]([O:7][CH3:8])=[O:6]. (9) The product is: [CH2:1]([NH:2][CH:4]=[C:5]1[CH2:9][CH2:8][O:7][C:6]1=[O:10])[C:12]1[CH:17]=[CH:16][CH:15]=[CH:14][CH:13]=1. Given the reactants [CH3:1][N:2]([CH:4]=[C:5]1[CH2:9][CH2:8][O:7][C:6]1=[O:10])C.C(N)[C:12]1[CH:17]=[CH:16][CH:15]=[CH:14][CH:13]=1, predict the reaction product.